This data is from hERG potassium channel inhibition data for cardiac toxicity prediction from Karim et al.. The task is: Regression/Classification. Given a drug SMILES string, predict its toxicity properties. Task type varies by dataset: regression for continuous values (e.g., LD50, hERG inhibition percentage) or binary classification for toxic/non-toxic outcomes (e.g., AMES mutagenicity, cardiotoxicity, hepatotoxicity). Dataset: herg_karim. (1) The compound is CC(C)[C@@]1(C(=O)O)CC[C@@](C)(c2nc(-c3ccc(C(=O)Nc4cc(C(F)(F)F)ccn4)cc3)c3c(N)nccn23)C1. The result is 0 (non-blocker). (2) The molecule is C[C@H]1Cc2c(nnn2-c2ncc(F)cn2)CN1C(=O)c1ccnc(C(F)(F)F)c1F. The result is 1 (blocker). (3) The molecule is Nc1ccnc(Nc2ccc(Oc3ccc(Cl)cc3)cc2)c1. The result is 1 (blocker). (4) The drug is Cn1cnc(C(=O)N(Cc2cccc(Cl)c2)[C@H]2CC[C@@H](N)CC2)c1. The result is 0 (non-blocker). (5) The drug is CC(C)(C)c1cc(NC(=O)n2ccc3ccc(Oc4ncnc5c4CNC5)cc32)no1. The result is 0 (non-blocker).